Dataset: Reaction yield outcomes from USPTO patents with 853,638 reactions. Task: Predict the reaction yield, written as a fraction of the theoretical maximum amount of product (1.0 means a 100% yield; for example, 0.34 means a 34% yield). (1) The reactants are [F:1][C:2]1[CH:7]=[CH:6][C:5]([CH2:8][C:9](=[O:16])[CH2:10][C:11]([O:13][CH2:14][CH3:15])=[O:12])=[CH:4][CH:3]=1.[CH3:17]C[O-].[Na+].[N:21]1[CH:26]=CC=NN=1. The catalyst is CCO.N1C=CC=NN=1. The product is [F:1][C:2]1[CH:3]=[CH:4][C:5]([C:8]2[C:9](=[O:16])[C:10]([C:11]([O:13][CH2:14][CH3:15])=[O:12])=[CH:17][NH:21][CH:26]=2)=[CH:6][CH:7]=1. The yield is 0.830. (2) The reactants are [F:1][C:2]1[CH:7]=[CH:6][C:5]([C:8]2[C:9]3[CH:21]=[CH:20][C:19](=[O:22])[N:18]([C:23]4[CH:28]=[CH:27][CH:26]=[CH:25][C:24]=4[CH3:29])[C:10]=3[N:11]=[C:12](S(C)(=O)=O)[N:13]=2)=[C:4]([CH3:30])[CH:3]=1.[NH2:31][C:32]([CH3:37])([CH2:35][OH:36])[CH2:33][OH:34]. No catalyst specified. The product is [F:1][C:2]1[CH:7]=[CH:6][C:5]([C:8]2[C:9]3[CH:21]=[CH:20][C:19](=[O:22])[N:18]([C:23]4[CH:28]=[CH:27][CH:26]=[CH:25][C:24]=4[CH3:29])[C:10]=3[N:11]=[C:12]([NH:31][C:32]([CH2:35][OH:36])([CH3:37])[CH2:33][OH:34])[N:13]=2)=[C:4]([CH3:30])[CH:3]=1. The yield is 0.620.